From a dataset of Catalyst prediction with 721,799 reactions and 888 catalyst types from USPTO. Predict which catalyst facilitates the given reaction. (1) Reactant: Cl.[NH2:2][C@@H:3]([CH3:28])[C:4]([N:6]1[CH2:10][C@H:9]([OH:11])[CH2:8][C@H:7]1[C:12]([NH:14][CH2:15][C:16]1[CH:21]=[CH:20][C:19]([C:22]2[S:26][CH:25]=[N:24][C:23]=2[CH3:27])=[CH:18][CH:17]=1)=[O:13])=[O:5].[CH3:29][O:30][CH2:31][CH2:32][C:33](O)=[O:34].CCN(C(C)C)C(C)C.CN(C(ON1N=NC2C=CC=NC1=2)=[N+](C)C)C.F[P-](F)(F)(F)(F)F. Product: [OH:11][C@H:9]1[CH2:10][N:6]([C:4](=[O:5])[C@@H:3]([NH:2][C:33](=[O:34])[CH2:32][CH2:31][O:30][CH3:29])[CH3:28])[C@H:7]([C:12]([NH:14][CH2:15][C:16]2[CH:21]=[CH:20][C:19]([C:22]3[S:26][CH:25]=[N:24][C:23]=3[CH3:27])=[CH:18][CH:17]=2)=[O:13])[CH2:8]1. The catalyst class is: 3. (2) Reactant: [F:1][C:2]1[CH:3]=[N:4][CH:5]=[CH:6][C:7]=1[C:8]1[C:9]([C:16]2[CH:17]=[N:18][CH:19]=[CH:20][CH:21]=2)=[N:10][C:11]([NH2:15])=[C:12]([NH2:14])[CH:13]=1.[N:22]([C:25]1[CH:26]=[N:27][CH:28]=[CH:29][CH:30]=1)=[C:23]=S.C(N=C=NC(C)C)(C)C. Product: [F:1][C:2]1[CH:3]=[N:4][CH:5]=[CH:6][C:7]=1[C:8]1[CH:13]=[C:12]2[N:14]=[C:23]([NH:22][C:25]3[CH:26]=[N:27][CH:28]=[CH:29][CH:30]=3)[NH:15][C:11]2=[N:10][C:9]=1[C:16]1[CH:17]=[N:18][CH:19]=[CH:20][CH:21]=1. The catalyst class is: 8. (3) Reactant: CC(OC)(C)C.O.[CH3:8][CH:9]([CH3:21])[C:10]([O:12][CH:13]([O:17][C:18]([CH3:20])=[S:19])[CH:14]([CH3:16])[CH3:15])=[O:11].FC(F)(F)[C@@H](C1C2C(C=C3C=1C=CC=C3)=CC=CC=2)O. Product: [CH3:8][CH:9]([CH3:21])[C:10]([O:12][C@@H:13]([O:17][C:18]([CH3:20])=[S:19])[CH:14]([CH3:15])[CH3:16])=[O:11]. The catalyst class is: 196.